This data is from Forward reaction prediction with 1.9M reactions from USPTO patents (1976-2016). The task is: Predict the product of the given reaction. (1) Given the reactants [CH2:1]([C:3]1[CH:17]=[CH:16][C:6]([O:7][C:8]2[CH:15]=[CH:14][C:11]([CH:12]=[O:13])=[CH:10][CH:9]=2)=[CH:5][CH:4]=1)[CH3:2].CC(=CC)C.O.O.P([O-])(O)(O)=[O:26].[Na+].Cl([O-])=O.[Na+], predict the reaction product. The product is: [CH2:1]([C:3]1[CH:17]=[CH:16][C:6]([O:7][C:8]2[CH:15]=[CH:14][C:11]([C:12]([OH:26])=[O:13])=[CH:10][CH:9]=2)=[CH:5][CH:4]=1)[CH3:2]. (2) Given the reactants [C:1]([O:5][C:6]([N:8]1[C@H:12]([CH:13]=[O:14])[CH2:11][O:10][C:9]1([CH3:16])[CH3:15])=[O:7])([CH3:4])([CH3:3])[CH3:2].[BH4-].[Na+].O, predict the reaction product. The product is: [C:1]([O:5][C:6]([N:8]1[C@H:12]([CH2:13][OH:14])[CH2:11][O:10][C:9]1([CH3:16])[CH3:15])=[O:7])([CH3:4])([CH3:3])[CH3:2]. (3) Given the reactants [Cl:1][C:2]1[CH:7]=[CH:6][CH:5]=[C:4]([O:8][CH3:9])[N:3]=1.[B:10]1([B:10]2[O:14][C:13]([CH3:16])([CH3:15])[C:12]([CH3:18])([CH3:17])[O:11]2)[O:14][C:13]([CH3:16])([CH3:15])[C:12]([CH3:18])([CH3:17])[O:11]1, predict the reaction product. The product is: [Cl:1][C:2]1[CH:7]=[C:6]([B:10]2[O:14][C:13]([CH3:16])([CH3:15])[C:12]([CH3:18])([CH3:17])[O:11]2)[CH:5]=[C:4]([O:8][CH3:9])[N:3]=1.